Dataset: Reaction yield outcomes from USPTO patents with 853,638 reactions. Task: Predict the reaction yield, written as a fraction of the theoretical maximum amount of product (1.0 means a 100% yield; for example, 0.34 means a 34% yield). (1) The reactants are Br[CH2:2][C:3]1[CH:8]=[CH:7][C:6]([I:9])=[CH:5][CH:4]=1.[Cl:10][C:11]1[C:12]([OH:21])=[C:13]([C:18](=[O:20])[CH3:19])[CH:14]=[CH:15][C:16]=1[OH:17].C(=O)([O-])[O-].[Cs+].[Cs+].O. The catalyst is CN(C)C=O. The product is [Cl:10][C:11]1[C:12]([OH:21])=[C:13]([C:18](=[O:20])[CH3:19])[CH:14]=[CH:15][C:16]=1[O:17][CH2:2][C:3]1[CH:8]=[CH:7][C:6]([I:9])=[CH:5][CH:4]=1. The yield is 0.230. (2) The reactants are [Br:1][C:2]1[CH:10]=[C:6]([C:7]([OH:9])=O)[C:5]([OH:11])=[CH:4][CH:3]=1.[Cl:12][C:13]1[CH:14]=[C:15]([CH:17]=[CH:18][C:19]=1[Cl:20])[NH2:16]. No catalyst specified. The product is [Br:1][C:2]1[CH:3]=[CH:4][C:5]([OH:11])=[C:6]([CH:10]=1)[C:7]([NH:16][C:15]1[CH:17]=[CH:18][C:19]([Cl:20])=[C:13]([Cl:12])[CH:14]=1)=[O:9]. The yield is 0.582. (3) The reactants are [CH2:1]([O:3][C:4](=[O:35])[CH2:5][C:6]([N:8]([C:28]1[CH:33]=[CH:32][C:31]([F:34])=[CH:30][CH:29]=1)[C:9]1[C:10]([C:23]([O:25]CC)=O)=[N:11][CH:12]=[C:13]([CH2:15][C:16]2[CH:21]=[CH:20][C:19]([F:22])=[CH:18][CH:17]=2)[CH:14]=1)=[O:7])[CH3:2].[O-]CC.[Na+]. The catalyst is C(O)C. The product is [F:34][C:31]1[CH:32]=[CH:33][C:28]([N:8]2[C:9]3[C:10](=[N:11][CH:12]=[C:13]([CH2:15][C:16]4[CH:17]=[CH:18][C:19]([F:22])=[CH:20][CH:21]=4)[CH:14]=3)[C:23]([OH:25])=[C:5]([C:4]([O:3][CH2:1][CH3:2])=[O:35])[C:6]2=[O:7])=[CH:29][CH:30]=1. The yield is 0.850. (4) The reactants are C1(O[C:8](=[O:26])[NH:9][C:10]2[CH:15]=[C:14]([O:16][C:17]3[CH:22]=[CH:21][C:20]([N+:23]([O-:25])=[O:24])=[CH:19][CH:18]=3)[CH:13]=[CH:12][N:11]=2)C=CC=CC=1.[NH:27]1[CH2:32][CH2:31][O:30][CH2:29][CH2:28]1. The catalyst is O1CCCC1. The product is [N+:23]([C:20]1[CH:19]=[CH:18][C:17]([O:16][C:14]2[CH:13]=[CH:12][N:11]=[C:10]([NH:9][C:8]([N:27]3[CH2:32][CH2:31][O:30][CH2:29][CH2:28]3)=[O:26])[CH:15]=2)=[CH:22][CH:21]=1)([O-:25])=[O:24]. The yield is 0.619. (5) The reactants are Cl[C:2]1[N:7]=[C:6]2[N:8]([CH2:11][CH2:12][N:13]3[CH2:18][CH2:17][O:16][CH2:15][CH2:14]3)[N:9]=[CH:10][C:5]2=[C:4]([NH:19][C:20]2[CH:24]=[C:23]([CH3:25])[NH:22][N:21]=2)[N:3]=1.C1OCCOCCOCCOCCOC1.[F:41][C:42]1[CH:47]=[CH:46][C:45]([S:48]([O-:50])=[O:49])=[CH:44][CH:43]=1.[Na+].CC(O)=O. The catalyst is CS(C)=O. The product is [F:41][C:42]1[CH:47]=[CH:46][C:45]([S:48]([C:2]2[N:7]=[C:6]3[N:8]([CH2:11][CH2:12][N:13]4[CH2:18][CH2:17][O:16][CH2:15][CH2:14]4)[N:9]=[CH:10][C:5]3=[C:4]([NH:19][C:20]3[CH:24]=[C:23]([CH3:25])[NH:22][N:21]=3)[N:3]=2)(=[O:50])=[O:49])=[CH:44][CH:43]=1. The yield is 0.100. (6) The reactants are [Cl:1][C:2]1[CH:7]=[C:6]([Cl:8])[CH:5]=[CH:4][C:3]=1[C@H:9]1[C@H:14]([N+:15]([O-])=O)[CH2:13][C:12]([CH2:18][N:19]2[CH2:24][CH2:23][CH2:22][C@@H:21]([C:25]([O:27][CH2:28][CH3:29])=[O:26])[CH2:20]2)=[CH:11][CH2:10]1. The catalyst is CO.C(O)(=O)C.[Zn]. The product is [NH2:15][C@@H:14]1[CH2:13][C:12]([CH2:18][N:19]2[CH2:24][CH2:23][CH2:22][C@@H:21]([C:25]([O:27][CH2:28][CH3:29])=[O:26])[CH2:20]2)=[CH:11][CH2:10][C@H:9]1[C:3]1[CH:4]=[CH:5][C:6]([Cl:8])=[CH:7][C:2]=1[Cl:1]. The yield is 0.780.